This data is from Forward reaction prediction with 1.9M reactions from USPTO patents (1976-2016). The task is: Predict the product of the given reaction. (1) Given the reactants [NH2:1][NH:2][C:3]([C:5]1[C:10]([CH3:11])=[CH:9][CH:8]=[CH:7][N:6]=1)=[NH:4].[C:12]1([CH:22]=O)[C:21]2[C:16](=[CH:17][CH:18]=[CH:19][CH:20]=2)[CH:15]=[CH:14][CH:13]=1, predict the reaction product. The product is: [CH3:11][C:10]1[C:5]([C:3]2[N:4]=[C:22]([C:12]3[C:21]4[C:16](=[CH:17][CH:18]=[CH:19][CH:20]=4)[CH:15]=[CH:14][CH:13]=3)[NH:1][N:2]=2)=[N:6][CH:7]=[CH:8][CH:9]=1. (2) Given the reactants [C:1]([C:9]1[CH:34]=[C:33]([Br:35])[CH:32]=[CH:31][C:10]=1[C:11]([N:13]([CH2:20][C:21]1[CH:26]=[CH:25][C:24]([S:27]([CH3:30])(=[O:29])=[O:28])=[CH:23][CH:22]=1)[CH2:14][C:15](=[O:19])[CH2:16][CH2:17][CH3:18])=[O:12])(=O)[C:2]1[CH:7]=[CH:6][CH:5]=[CH:4][CH:3]=1.N12CCCN=C1CCCCC2, predict the reaction product. The product is: [Br:35][C:33]1[CH:34]=[C:9]2[C:10](=[CH:31][CH:32]=1)[C:11](=[O:12])[N:13]([CH2:20][C:21]1[CH:26]=[CH:25][C:24]([S:27]([CH3:30])(=[O:29])=[O:28])=[CH:23][CH:22]=1)[C:14]([C:15](=[O:19])[CH2:16][CH2:17][CH3:18])=[C:1]2[C:2]1[CH:7]=[CH:6][CH:5]=[CH:4][CH:3]=1.